From a dataset of Full USPTO retrosynthesis dataset with 1.9M reactions from patents (1976-2016). Predict the reactants needed to synthesize the given product. (1) Given the product [CH3:2][S:3]([NH:4][C:5]1[CH:10]=[CH:9][CH:8]=[CH:7][CH:6]=1)(=[O:11])=[O:1], predict the reactants needed to synthesize it. The reactants are: [OH2:1].[CH3:2][S:3][NH:4][C:5]1[CH:10]=[CH:9][CH:8]=[CH:7][CH:6]=1.[OH:11]O.Cl. (2) Given the product [C:1]([NH:9][C:10]1[CH:22]=[C:21]([O:32][C:28]2[CH:29]=[CH:30][CH:31]=[C:26]([O:25][CH3:24])[CH:27]=2)[CH:20]=[CH:19][C:11]=1[C:12]([O:14][C:15]([CH3:18])([CH3:17])[CH3:16])=[O:13])(=[O:8])[C:2]1[CH:7]=[CH:6][CH:5]=[CH:4][CH:3]=1, predict the reactants needed to synthesize it. The reactants are: [C:1]([NH:9][C:10]1[CH:22]=[C:21](Br)[CH:20]=[CH:19][C:11]=1[C:12]([O:14][C:15]([CH3:18])([CH3:17])[CH3:16])=[O:13])(=[O:8])[C:2]1[CH:7]=[CH:6][CH:5]=[CH:4][CH:3]=1.[CH3:24][O:25][C:26]1[CH:27]=[C:28]([OH:32])[CH:29]=[CH:30][CH:31]=1.P([O-])([O-])([O-])=O.[K+].[K+].[K+].C(O)(=O)CC(CC(O)=O)(C(O)=O)O. (3) Given the product [NH2:1][C:4]1[CH:13]=[CH:12][CH:11]=[C:10]2[C:5]=1[CH:6]=[CH:7][NH:8][C:9]2=[O:14], predict the reactants needed to synthesize it. The reactants are: [N+:1]([C:4]1[CH:13]=[CH:12][CH:11]=[C:10]2[C:5]=1[CH:6]=[CH:7][NH:8][C:9]2=[O:14])([O-])=O.